This data is from Catalyst prediction with 721,799 reactions and 888 catalyst types from USPTO. The task is: Predict which catalyst facilitates the given reaction. (1) Reactant: [NH:1]1[C:9]2[C:4](=[CH:5][CH:6]=[CH:7][C:8]=2[NH2:10])[CH:3]=[CH:2]1.N1C=CC=CC=1.[CH3:17][S:18](Cl)(=[O:20])=[O:19]. Product: [NH:1]1[C:9]2[C:4](=[CH:5][CH:6]=[CH:7][C:8]=2[NH:10][S:18]([CH3:17])(=[O:20])=[O:19])[CH:3]=[CH:2]1. The catalyst class is: 4. (2) Reactant: COC1C=CC(C[O:8][C:9]2[C:14]([C:15]3[CH:16]=[C:17]4[C:22](=[CH:23][CH:24]=3)[N:21]=[C:20]([NH2:25])[N:19]=[CH:18]4)=[C:13]([CH3:26])[CH:12]=[CH:11][N:10]=2)=CC=1.C(O)(C(F)(F)F)=O. Product: [NH2:25][C:20]1[N:19]=[CH:18][C:17]2[C:22](=[CH:23][CH:24]=[C:15]([C:14]3[C:9](=[O:8])[NH:10][CH:11]=[CH:12][C:13]=3[CH3:26])[CH:16]=2)[N:21]=1. The catalyst class is: 2. (3) Reactant: [F:1][C:2]1[CH:3]=[C:4]([CH:16]=[CH:17][CH:18]=1)[O:5][C:6]1[CH:15]=[CH:14][C:9]([C:10]([O:12]C)=[O:11])=[CH:8][CH:7]=1.[OH-].[Na+]. Product: [F:1][C:2]1[CH:3]=[C:4]([CH:16]=[CH:17][CH:18]=1)[O:5][C:6]1[CH:15]=[CH:14][C:9]([C:10]([OH:12])=[O:11])=[CH:8][CH:7]=1. The catalyst class is: 127. (4) Reactant: [O:1]=[S:2]1(=[O:34])[CH2:7][CH:6]=[C:5]([C:8]2[CH:13]=[CH:12][C:11]([N:14]3[CH2:18][C@H:17]([CH2:19][N:20]4[CH:24]=[C:23]([CH2:25][C:26]#[C:27][Si](C)(C)C)[N:22]=[N:21]4)[O:16][C:15]3=[O:32])=[CH:10][C:9]=2[F:33])[CH2:4][CH2:3]1.[OH-].[K+].Cl. Product: [O:34]=[S:2]1(=[O:1])[CH2:3][CH:4]=[C:5]([C:8]2[CH:13]=[CH:12][C:11]([N:14]3[CH2:18][C@H:17]([CH2:19][N:20]4[CH:24]=[C:23]([CH2:25][C:26]#[CH:27])[N:22]=[N:21]4)[O:16][C:15]3=[O:32])=[CH:10][C:9]=2[F:33])[CH2:6][CH2:7]1. The catalyst class is: 5. (5) Product: [CH3:6][C:7]1[CH:12]=[C:11]([CH3:13])[CH:10]=[C:9]([C:14]2[CH:19]=[CH:18][CH:17]=[CH:16][CH:15]=2)[C:8]=1[B:20]([OH:23])[OH:21]. The catalyst class is: 7. Reactant: C([Li])(C)(C)C.[CH3:6][C:7]1[CH:8]=[C:9]([C:14]2[CH:19]=[CH:18][CH:17]=[CH:16][CH:15]=2)[CH:10]=[C:11]([CH3:13])[CH:12]=1.[B:20](OC)([O:23]C)[O:21]C.Cl. (6) Reactant: C(OC([NH:8][C@H:9]([C:14]([N:16]1[CH2:24][C@H:23]([O:25][C:26]2[C:35]3[C:30](=[CH:31][CH:32]=[C:33]([CH:36]=[CH2:37])[CH:34]=3)[N:29]=[C:28]([C:38]3[CH:43]=[CH:42][CH:41]=[CH:40][CH:39]=3)[CH:27]=2)[CH2:22][C@H:17]1[C:18]([O:20][CH3:21])=[O:19])=[O:15])[CH2:10][CH2:11][CH2:12][CH3:13])=O)(C)(C)C.Cl.CCN(C(C)C)C(C)C.[CH2:54]([S:59](Cl)(=[O:61])=[O:60])[CH2:55][CH2:56][CH:57]=[CH2:58]. Product: [CH2:54]([S:59]([NH:8][C@H:9]([C:14]([N:16]1[CH2:24][C@H:23]([O:25][C:26]2[C:35]3[C:30](=[CH:31][CH:32]=[C:33]([CH:36]=[CH2:37])[CH:34]=3)[N:29]=[C:28]([C:38]3[CH:43]=[CH:42][CH:41]=[CH:40][CH:39]=3)[CH:27]=2)[CH2:22][C@H:17]1[C:18]([O:20][CH3:21])=[O:19])=[O:15])[CH2:10][CH2:11][CH2:12][CH3:13])(=[O:61])=[O:60])[CH2:55][CH2:56][CH:57]=[CH2:58]. The catalyst class is: 329. (7) Reactant: [C:1]([C:3]1[CH:4]=[C:5]([CH:7]=[CH:8][CH:9]=1)[NH2:6])#[CH:2].[CH:10]([S:12]([C:15]1[CH:20]=[CH:19][CH:18]=[CH:17][CH:16]=1)(=[O:14])=[O:13])=[CH2:11]. Product: [C:1]([C:3]1[CH:4]=[C:5]([NH:6][CH2:11][CH2:10][S:12]([C:15]2[CH:20]=[CH:19][CH:18]=[CH:17][CH:16]=2)(=[O:13])=[O:14])[CH:7]=[CH:8][CH:9]=1)#[CH:2]. The catalyst class is: 8. (8) Reactant: [C:1]([O:5][C:6](=[O:17])[NH:7][C:8]1[CH:13]=[CH:12][C:11]([CH2:14][CH2:15][OH:16])=[CH:10][CH:9]=1)([CH3:4])([CH3:3])[CH3:2].[CH2:18]([O:20][C:21](=[O:34])[CH:22]([O:31][CH2:32][CH3:33])[CH2:23][C:24]1[CH:29]=[CH:28][C:27](O)=[CH:26][CH:25]=1)[CH3:19].N(C(N1CCCCC1)=O)=NC(N1CCCCC1)=O.C1(P(C2C=CC=CC=2)C2C=CC=CC=2)C=CC=CC=1. Product: [CH2:18]([O:20][C:21](=[O:34])[CH:22]([O:31][CH2:32][CH3:33])[CH2:23][C:24]1[CH:29]=[CH:28][C:27]([O:16][CH2:15][CH2:14][C:11]2[CH:10]=[CH:9][C:8]([NH:7][C:6]([O:5][C:1]([CH3:4])([CH3:2])[CH3:3])=[O:17])=[CH:13][CH:12]=2)=[CH:26][CH:25]=1)[CH3:19]. The catalyst class is: 4. (9) Reactant: [Cl:1][C:2]1[CH:7]=[CH:6][C:5]([NH:8][C:9](=[O:17])[CH2:10][C:11](=O)[C:12]([F:15])([F:14])[F:13])=[CH:4][C:3]=1[C:18]1[S:19][C:20]([CH3:24])=[C:21]([CH3:23])[N:22]=1.C([O-])(=O)C.[NH4+:29]. Product: [NH2:29][C:11]([C:12]([F:15])([F:14])[F:13])=[CH:10][C:9]([NH:8][C:5]1[CH:6]=[CH:7][C:2]([Cl:1])=[C:3]([C:18]2[S:19][C:20]([CH3:24])=[C:21]([CH3:23])[N:22]=2)[CH:4]=1)=[O:17]. The catalyst class is: 13. (10) Reactant: [CH3:1][O:2][C:3]([C:5]1[CH:20]=[CH:19][C:8](/[CH:9]=[N:10]/[NH:11][C:12]([O:14][C:15]([CH3:18])([CH3:17])[CH3:16])=[O:13])=[CH:7][CH:6]=1)=[O:4].CO.CC(O)=O. Product: [CH3:1][O:2][C:3]([C:5]1[CH:6]=[CH:7][C:8]([CH2:9][NH:10][NH:11][C:12]([O:14][C:15]([CH3:16])([CH3:18])[CH3:17])=[O:13])=[CH:19][CH:20]=1)=[O:4]. The catalyst class is: 1.